Dataset: NCI-60 drug combinations with 297,098 pairs across 59 cell lines. Task: Regression. Given two drug SMILES strings and cell line genomic features, predict the synergy score measuring deviation from expected non-interaction effect. (1) Drug 1: CN(C)C1=NC(=NC(=N1)N(C)C)N(C)C. Drug 2: CC1CCCC2(C(O2)CC(NC(=O)CC(C(C(=O)C(C1O)C)(C)C)O)C(=CC3=CSC(=N3)C)C)C. Cell line: OVCAR3. Synergy scores: CSS=1.75, Synergy_ZIP=0.703, Synergy_Bliss=2.82, Synergy_Loewe=-3.45, Synergy_HSA=-0.0517. (2) Drug 1: CC1C(C(CC(O1)OC2CC(OC(C2O)C)OC3=CC4=CC5=C(C(=O)C(C(C5)C(C(=O)C(C(C)O)O)OC)OC6CC(C(C(O6)C)O)OC7CC(C(C(O7)C)O)OC8CC(C(C(O8)C)O)(C)O)C(=C4C(=C3C)O)O)O)O. Drug 2: CCN(CC)CCCC(C)NC1=C2C=C(C=CC2=NC3=C1C=CC(=C3)Cl)OC. Cell line: A498. Synergy scores: CSS=26.1, Synergy_ZIP=-4.68, Synergy_Bliss=-2.81, Synergy_Loewe=-5.91, Synergy_HSA=-0.0868. (3) Drug 1: CC1=C2C(C(=O)C3(C(CC4C(C3C(C(C2(C)C)(CC1OC(=O)C(C(C5=CC=CC=C5)NC(=O)OC(C)(C)C)O)O)OC(=O)C6=CC=CC=C6)(CO4)OC(=O)C)OC)C)OC. Drug 2: CCCCCOC(=O)NC1=NC(=O)N(C=C1F)C2C(C(C(O2)C)O)O. Cell line: HOP-92. Synergy scores: CSS=32.4, Synergy_ZIP=1.53, Synergy_Bliss=2.56, Synergy_Loewe=-13.6, Synergy_HSA=4.97. (4) Drug 1: C(=O)(N)NO. Drug 2: C1C(C(OC1N2C=NC(=NC2=O)N)CO)O. Cell line: SNB-75. Synergy scores: CSS=2.71, Synergy_ZIP=-0.532, Synergy_Bliss=0.976, Synergy_Loewe=0.786, Synergy_HSA=0.863. (5) Cell line: NCIH23. Synergy scores: CSS=7.12, Synergy_ZIP=12.4, Synergy_Bliss=17.4, Synergy_Loewe=18.1, Synergy_HSA=14.7. Drug 2: CCC1(CC2CC(C3=C(CCN(C2)C1)C4=CC=CC=C4N3)(C5=C(C=C6C(=C5)C78CCN9C7C(C=CC9)(C(C(C8N6C)(C(=O)OC)O)OC(=O)C)CC)OC)C(=O)OC)O.OS(=O)(=O)O. Drug 1: CCC(=C(C1=CC=CC=C1)C2=CC=C(C=C2)OCCN(C)C)C3=CC=CC=C3.C(C(=O)O)C(CC(=O)O)(C(=O)O)O. (6) Drug 1: CC(CN1CC(=O)NC(=O)C1)N2CC(=O)NC(=O)C2. Drug 2: CN(C)N=NC1=C(NC=N1)C(=O)N. Cell line: SR. Synergy scores: CSS=73.8, Synergy_ZIP=9.88, Synergy_Bliss=11.9, Synergy_Loewe=-5.11, Synergy_HSA=12.8. (7) Drug 1: CC1=C2C(C(=O)C3(C(CC4C(C3C(C(C2(C)C)(CC1OC(=O)C(C(C5=CC=CC=C5)NC(=O)OC(C)(C)C)O)O)OC(=O)C6=CC=CC=C6)(CO4)OC(=O)C)OC)C)OC. Drug 2: C1=CC(=CC=C1CCC2=CNC3=C2C(=O)NC(=N3)N)C(=O)NC(CCC(=O)O)C(=O)O. Cell line: MALME-3M. Synergy scores: CSS=24.2, Synergy_ZIP=-7.05, Synergy_Bliss=-3.86, Synergy_Loewe=-0.106, Synergy_HSA=0.323. (8) Drug 1: COC1=C(C=C2C(=C1)N=CN=C2NC3=CC(=C(C=C3)F)Cl)OCCCN4CCOCC4. Drug 2: COC1=NC(=NC2=C1N=CN2C3C(C(C(O3)CO)O)O)N. Cell line: NCI/ADR-RES. Synergy scores: CSS=18.6, Synergy_ZIP=5.03, Synergy_Bliss=7.15, Synergy_Loewe=-10.4, Synergy_HSA=1.73.